Dataset: Forward reaction prediction with 1.9M reactions from USPTO patents (1976-2016). Task: Predict the product of the given reaction. Given the reactants [C:1]([C:3]1([OH:23])[CH2:8][CH2:7][N:6]([C:9](=[O:22])[CH2:10][C:11]2[CH:16]=[CH:15][C:14]([N:17]3[CH:21]=[N:20][N:19]=[N:18]3)=[CH:13][CH:12]=2)[CH2:5][CH2:4]1)#[CH:2].Br[C:25]1[C:26]([CH3:35])=[C:27]([C:30]([O:33][CH3:34])=[CH:31][CH:32]=1)[C:28]#[N:29], predict the reaction product. The product is: [OH:23][C:3]1([C:1]#[C:2][C:25]2[C:26]([CH3:35])=[C:27]([C:30]([O:33][CH3:34])=[CH:31][CH:32]=2)[C:28]#[N:29])[CH2:4][CH2:5][N:6]([C:9](=[O:22])[CH2:10][C:11]2[CH:16]=[CH:15][C:14]([N:17]3[CH:21]=[N:20][N:19]=[N:18]3)=[CH:13][CH:12]=2)[CH2:7][CH2:8]1.